From a dataset of Forward reaction prediction with 1.9M reactions from USPTO patents (1976-2016). Predict the product of the given reaction. (1) Given the reactants [NH2:1][C:2]1[CH:3]=[C:4]([CH:7]=[CH:8][C:9]=1[N:10]1[C:14]2=[N:15][CH:16]=[CH:17][C:18]([Cl:19])=[C:13]2[C:12]([CH:20]([CH3:22])[CH3:21])=[N:11]1)[C:5]#[N:6].C(O[BH-](O[C:33](=O)[CH3:34])OC(=O)C)(=O)C.[Na+].F[C:38](F)(F)C(O)=O.O.C(=O)(O)[O-].[Na+], predict the reaction product. The product is: [Cl:19][C:18]1[CH:17]=[CH:16][N:15]=[C:14]2[N:10]([C:9]3[CH:8]=[CH:7][C:4]([C:5]#[N:6])=[CH:3][C:2]=3[NH:1][CH:33]([CH3:34])[CH3:38])[N:11]=[C:12]([CH:20]([CH3:22])[CH3:21])[C:13]=12. (2) Given the reactants C(Cl)(=O)C(Cl)=O.CS(C)=O.[Cl:11][C:12]1[CH:13]=[C:14]([C@@H:18]2[C@@H:23]([C:24]3[CH:29]=[CH:28][C:27]([Cl:30])=[CH:26][CH:25]=3)[N:22]([C@@H:31]([CH2:34][CH3:35])[CH2:32][OH:33])[C:21](=[O:36])[C@@H:20]([CH2:37][C:38]([O:40][C:41]([CH3:44])([CH3:43])[CH3:42])=[O:39])[O:19]2)[CH:15]=[CH:16][CH:17]=1.C(N(CC)CC)C, predict the reaction product. The product is: [Cl:11][C:12]1[CH:13]=[C:14]([C@@H:18]2[C@@H:23]([C:24]3[CH:25]=[CH:26][C:27]([Cl:30])=[CH:28][CH:29]=3)[N:22]([C@@H:31]([CH2:34][CH3:35])[CH:32]=[O:33])[C:21](=[O:36])[C@@H:20]([CH2:37][C:38]([O:40][C:41]([CH3:42])([CH3:44])[CH3:43])=[O:39])[O:19]2)[CH:15]=[CH:16][CH:17]=1. (3) Given the reactants [Br:1][C:2]1[CH:26]=[CH:25][C:5]2[C:6]3[N:10]([CH2:11][CH2:12][O:13][C:4]=2[CH:3]=1)[CH:9]=[C:8]([C:14]1[N:15]([CH:22]([CH3:24])[CH3:23])[N:16]=[C:17]([CH2:19][O:20]C)[N:18]=1)[N:7]=3.C(=O)([O-])[O-].[Na+].[Na+], predict the reaction product. The product is: [Br:1][C:2]1[CH:26]=[CH:25][C:5]2[C:6]3[N:10]([CH2:11][CH2:12][O:13][C:4]=2[CH:3]=1)[CH:9]=[C:8]([C:14]1[N:15]([CH:22]([CH3:24])[CH3:23])[N:16]=[C:17]([CH2:19][OH:20])[N:18]=1)[N:7]=3. (4) Given the reactants Cl[C:2]1[C:3]2[C:4](=[CH:13][N:14](CC3C=CC(OC)=CC=3)[N:15]=2)[N:5]=[C:6]([C:8]2[CH:12]=[CH:11][S:10][CH:9]=2)[N:7]=1.[O:25]1[CH2:30][CH2:29][NH:28][C:27]2[CH:31]=[C:32]([NH2:35])[CH:33]=[CH:34][C:26]1=2.Cl, predict the reaction product. The product is: [S:10]1[CH:11]=[CH:12][C:8]([C:6]2[N:7]=[C:2]([NH:35][C:32]3[CH:33]=[CH:34][C:26]4[O:25][CH2:30][CH2:29][NH:28][C:27]=4[CH:31]=3)[C:3]3[NH:15][N:14]=[CH:13][C:4]=3[N:5]=2)=[CH:9]1. (5) The product is: [C:30]([O:29][C:27]([N:15]1[CH2:16][CH2:17][N:18]([CH2:20][C:21]2[CH:26]=[CH:25][CH:24]=[CH:23][CH:22]=2)[CH2:19][C@H:14]1[CH:1]([C:8]1[CH:9]=[CH:10][CH:11]=[CH:12][CH:13]=1)[C:2]1[CH:7]=[CH:6][CH:5]=[CH:4][CH:3]=1)=[O:28])([CH3:33])([CH3:32])[CH3:31]. Given the reactants [CH:1]([C@@H:14]1[CH2:19][N:18]([CH2:20][C:21]2[CH:26]=[CH:25][CH:24]=[CH:23][CH:22]=2)[CH2:17][CH2:16][NH:15]1)([C:8]1[CH:13]=[CH:12][CH:11]=[CH:10][CH:9]=1)[C:2]1[CH:7]=[CH:6][CH:5]=[CH:4][CH:3]=1.[C:27](O[C:27]([O:29][C:30]([CH3:33])([CH3:32])[CH3:31])=[O:28])([O:29][C:30]([CH3:33])([CH3:32])[CH3:31])=[O:28].[Cl-].[Na+].C(OC(C)C)(C)C, predict the reaction product. (6) Given the reactants Cl[C:2]1[N:3]=[C:4]([N:23]2[CH2:28][CH2:27][O:26][CH2:25][CH2:24]2)[C:5]2[N:11]=[C:10]([CH2:12][N:13]3[CH2:18][CH2:17][CH:16]([C:19]([OH:22])([CH3:21])[CH3:20])[CH2:15][CH2:14]3)[CH:9]=[CH:8][C:6]=2[N:7]=1.[F:29][C:30]([F:41])([F:40])[C:31]1[NH:35][C:34]2[CH:36]=[CH:37][CH:38]=[CH:39][C:33]=2[N:32]=1, predict the reaction product. The product is: [O:26]1[CH2:27][CH2:28][N:23]([C:4]2[C:5]3[N:11]=[C:10]([CH2:12][N:13]4[CH2:18][CH2:17][CH:16]([C:19]([OH:22])([CH3:21])[CH3:20])[CH2:15][CH2:14]4)[CH:9]=[CH:8][C:6]=3[N:7]=[C:2]([N:32]3[C:33]4[CH:39]=[CH:38][CH:37]=[CH:36][C:34]=4[N:35]=[C:31]3[C:30]([F:29])([F:41])[F:40])[N:3]=2)[CH2:24][CH2:25]1. (7) Given the reactants C([O:8][C:9]1[CH:20]=[CH:19][C:12]([C:13]([N:15]([O:17][CH3:18])[CH3:16])=[O:14])=[CH:11][CH:10]=1)C1C=CC=CC=1, predict the reaction product. The product is: [OH:8][C:9]1[CH:20]=[CH:19][C:12]([C:13]([N:15]([O:17][CH3:18])[CH3:16])=[O:14])=[CH:11][CH:10]=1. (8) Given the reactants [F:1][C:2]([F:13])([F:12])[C:3]1[CH:4]=[C:5]([N:9]=[C:10]=[O:11])[CH:6]=[CH:7][CH:8]=1.[CH3:14][S:15][C:16]1[N:21]=[C:20]([O:22][C:23]2[CH:28]=[CH:27][C:26]([NH2:29])=[CH:25][CH:24]=2)[CH:19]=[CH:18][N:17]=1, predict the reaction product. The product is: [CH3:14][S:15][C:16]1[N:21]=[C:20]([O:22][C:23]2[CH:28]=[CH:27][C:26]([NH:29][C:10]([NH:9][C:5]3[CH:6]=[CH:7][CH:8]=[C:3]([C:2]([F:12])([F:13])[F:1])[CH:4]=3)=[O:11])=[CH:25][CH:24]=2)[CH:19]=[CH:18][N:17]=1.